This data is from Reaction yield outcomes from USPTO patents with 853,638 reactions. The task is: Predict the reaction yield, written as a fraction of the theoretical maximum amount of product (1.0 means a 100% yield; for example, 0.34 means a 34% yield). The reactants are [C:1]([O:5][C:6]([NH:8][CH2:9][C:10]1[CH:18]=[CH:17][C:13]([C:14]([OH:16])=O)=[CH:12][CH:11]=1)=[O:7])([CH3:4])([CH3:3])[CH3:2].CCN(C(C)C)C(C)C.CN(C(ON1N=NC2C=CC=NC1=2)=[N+](C)C)C.F[P-](F)(F)(F)(F)F.[NH2:52][CH2:53][C:54]1[CH:66]=[CH:65][C:57]([O:58][CH2:59][C:60]([O:62][CH2:63][CH3:64])=[O:61])=[CH:56][CH:55]=1. The catalyst is CN(C=O)C.O. The product is [C:1]([O:5][C:6]([NH:8][CH2:9][C:10]1[CH:11]=[CH:12][C:13]([C:14]([NH:52][CH2:53][C:54]2[CH:66]=[CH:65][C:57]([O:58][CH2:59][C:60]([O:62][CH2:63][CH3:64])=[O:61])=[CH:56][CH:55]=2)=[O:16])=[CH:17][CH:18]=1)=[O:7])([CH3:2])([CH3:3])[CH3:4]. The yield is 0.625.